Dataset: Peptide-MHC class I binding affinity with 185,985 pairs from IEDB/IMGT. Task: Regression. Given a peptide amino acid sequence and an MHC pseudo amino acid sequence, predict their binding affinity value. This is MHC class I binding data. (1) The MHC is HLA-A02:02 with pseudo-sequence HLA-A02:02. The peptide sequence is AIALGVATA. The binding affinity (normalized) is 0.598. (2) The peptide sequence is TVYYGVPVWK. The MHC is HLA-B51:01 with pseudo-sequence HLA-B51:01. The binding affinity (normalized) is 0. (3) The peptide sequence is YVSTGESSI. The binding affinity (normalized) is 0.137. The MHC is HLA-A02:01 with pseudo-sequence HLA-A02:01. (4) The peptide sequence is AYQPTRWFI. The MHC is HLA-B15:01 with pseudo-sequence HLA-B15:01. The binding affinity (normalized) is 0.0847.